From a dataset of Full USPTO retrosynthesis dataset with 1.9M reactions from patents (1976-2016). Predict the reactants needed to synthesize the given product. (1) Given the product [N+:11]([C:3]1[CH:4]=[C:5]([C:7]([O:9][CH3:10])=[O:8])[S:6][C:2]=1/[CH:1]=[CH:14]/[C:15]1[CH:20]=[CH:19][CH:18]=[CH:17][CH:16]=1)([O-:13])=[O:12], predict the reactants needed to synthesize it. The reactants are: [CH3:1][C:2]1[S:6][C:5]([C:7]([O:9][CH3:10])=[O:8])=[CH:4][C:3]=1[N+:11]([O-:13])=[O:12].[CH:14](=O)[C:15]1[CH:20]=[CH:19][CH:18]=[CH:17][CH:16]=1.N1CCCC1. (2) Given the product [NH2:23][C:14]1[CH:15]=[C:16]([C:19]([F:21])([F:22])[F:20])[CH:17]=[CH:18][C:13]=1[NH:12][C:10]([NH:9][CH2:8][CH2:7][N:4]1[CH2:3][CH2:2][O:1][CH2:6][CH2:5]1)=[O:11], predict the reactants needed to synthesize it. The reactants are: [O:1]1[CH2:6][CH2:5][N:4]([CH2:7][CH2:8][NH:9][C:10]([NH:12][C:13]2[CH:18]=[CH:17][C:16]([C:19]([F:22])([F:21])[F:20])=[CH:15][C:14]=2[N+:23]([O-])=O)=[O:11])[CH2:3][CH2:2]1. (3) The reactants are: C(OC([N:8]1[C:12](=[O:13])/[C:11](=[CH:14]\N(C)C)/[CH:10]2[CH2:18][C:19]3[C:24]([CH:9]12)=[CH:23][CH:22]=[CH:21][CH:20]=3)=O)(C)(C)C.Cl.[O:26]1CCOCC1. Given the product [OH:26]/[CH:14]=[C:11]1/[CH:10]2[CH2:18][C:19]3[C:24](=[CH:23][CH:22]=[CH:21][CH:20]=3)[CH:9]2[NH:8][C:12]/1=[O:13], predict the reactants needed to synthesize it.